From a dataset of Full USPTO retrosynthesis dataset with 1.9M reactions from patents (1976-2016). Predict the reactants needed to synthesize the given product. (1) Given the product [F:19][C:2]1([F:1])[CH2:6][N:5]([C:40](=[O:41])[CH2:39][C:24]2[CH:25]=[CH:26][C:27]([NH:28][C:29]([NH:31][C:32]3[CH:37]=[CH:36][CH:35]=[CH:34][C:33]=3[CH3:38])=[O:30])=[C:22]([O:21][CH3:20])[CH:23]=2)[CH:4]([CH2:7][O:8][C:9]2[CH:18]=[CH:17][C:12]([C:13]([O:15][CH3:16])=[O:14])=[CH:11][CH:10]=2)[CH2:3]1, predict the reactants needed to synthesize it. The reactants are: [F:1][C:2]1([F:19])[CH2:6][NH:5][CH:4]([CH2:7][O:8][C:9]2[CH:18]=[CH:17][C:12]([C:13]([O:15][CH3:16])=[O:14])=[CH:11][CH:10]=2)[CH2:3]1.[CH3:20][O:21][C:22]1[CH:23]=[C:24]([CH2:39][C:40](O)=[O:41])[CH:25]=[CH:26][C:27]=1[NH:28][C:29]([NH:31][C:32]1[CH:37]=[CH:36][CH:35]=[CH:34][C:33]=1[CH3:38])=[O:30].CCN=C=NCCCN(C)C.Cl.C1C=CC2N(O)N=NC=2C=1. (2) Given the product [ClH:31].[ClH:32].[Cl:31][C:12]1[CH:11]=[C:10]([NH:8][CH3:6])[CH:30]=[CH:29][C:13]=1[CH2:14][N:15]1[C:19]2=[N:20][C:21]([C:24]([O:26][CH3:27])=[O:25])=[CH:22][CH:23]=[C:18]2[N:17]=[C:16]1[CH3:28], predict the reactants needed to synthesize it. The reactants are: C(O[C:6]([N:8]([C:10]1[CH:30]=[CH:29][C:13]([CH2:14][N:15]2[C:19]3=[N:20][C:21]([C:24]([O:26][CH3:27])=[O:25])=[CH:22][CH:23]=[C:18]3[N:17]=[C:16]2[CH3:28])=[C:12]([Cl:31])[CH:11]=1)C)=O)(C)(C)C.[ClH:32]. (3) The reactants are: [CH3:1][O:2][C:3]1[CH:4]=[C:5]2[C:10](=[CH:11][C:12]=1[O:13][CH3:14])[N:9]=[CH:8][CH:7]=[C:6]2[O:15][C:16]1[CH:22]=[CH:21][C:19]([NH2:20])=[CH:18][CH:17]=1.[C:23]1([CH3:29])C=CC=C[CH:24]=1.ClC(Cl)([O:33][C:34](=O)[O:35]C(Cl)(Cl)Cl)Cl.C(=O)(O)[O-].[Na+]. Given the product [CH3:1][O:2][C:3]1[CH:4]=[C:5]2[C:10](=[CH:11][C:12]=1[O:13][CH3:14])[N:9]=[CH:8][CH:7]=[C:6]2[O:15][C:16]1[CH:22]=[CH:21][C:19]([NH:20][C:34](=[O:33])[O:35][CH:23]([CH3:29])[CH3:24])=[CH:18][CH:17]=1, predict the reactants needed to synthesize it.